Dataset: Full USPTO retrosynthesis dataset with 1.9M reactions from patents (1976-2016). Task: Predict the reactants needed to synthesize the given product. Given the product [C:1]([O:5][C:6](=[O:27])[NH:7][CH2:8][CH:9]([NH2:16])[C:10]1[CH:11]=[CH:12][CH:13]=[CH:14][CH:15]=1)([CH3:4])([CH3:2])[CH3:3], predict the reactants needed to synthesize it. The reactants are: [C:1]([O:5][C:6](=[O:27])[NH:7][CH2:8][CH:9]([N:16]1C(=O)C2C(=CC=CC=2)C1=O)[C:10]1[CH:15]=[CH:14][CH:13]=[CH:12][CH:11]=1)([CH3:4])([CH3:3])[CH3:2].O.NN.